From a dataset of Full USPTO retrosynthesis dataset with 1.9M reactions from patents (1976-2016). Predict the reactants needed to synthesize the given product. (1) Given the product [Cl:17][C:18]1[N:19]=[CH:20][C:21]([CH2:24][N:9]2[CH2:8][CH2:7][N:6]([C:10]([O:12][C:13]([CH3:16])([CH3:15])[CH3:14])=[O:11])[CH2:5][C:4]2=[O:3])=[CH:22][CH:23]=1, predict the reactants needed to synthesize it. The reactants are: [H-].[Na+].[O:3]=[C:4]1[NH:9][CH2:8][CH2:7][N:6]([C:10]([O:12][C:13]([CH3:16])([CH3:15])[CH3:14])=[O:11])[CH2:5]1.[Cl:17][C:18]1[CH:23]=[CH:22][C:21]([CH2:24]Cl)=[CH:20][N:19]=1.C([O-])(O)=O.[Na+]. (2) Given the product [NH:9]1[C:10]2[C:6](=[CH:5][CH:4]=[CH:12][CH:11]=2)[CH:7]=[C:8]1[C:13]([OH:15])=[O:14].[CH2:21]([C:20]1[NH:1][C:4]2[C:12]([CH:24]=1)=[CH:11][C:10]([N:9]([CH3:8])[CH3:18])=[CH:6][CH:5]=2)[CH3:22], predict the reactants needed to synthesize it. The reactants are: [N+:1]([C:4]1[CH:5]=[C:6]2[C:10](=[CH:11][CH:12]=1)[NH:9][C:8]([C:13]([O:15]CC)=[O:14])=[CH:7]2)([O-])=O.[CH2:18]=O.[CH2:20]1[CH2:24]O[CH2:22][CH2:21]1. (3) Given the product [Cl:1][C:2]1[CH:8]=[CH:7][C:5]([NH:6][C:29](=[O:30])[C:28]2[CH:32]=[CH:33][C:25]([S:22]([CH2:21][C:17]3[CH:16]=[N:15][CH:20]=[CH:19][CH:18]=3)(=[O:24])=[O:23])=[CH:26][CH:27]=2)=[CH:4][C:3]=1[C:9]1[CH:14]=[CH:13][CH:12]=[CH:11][N:10]=1, predict the reactants needed to synthesize it. The reactants are: [Cl:1][C:2]1[CH:8]=[CH:7][C:5]([NH2:6])=[CH:4][C:3]=1[C:9]1[CH:14]=[CH:13][CH:12]=[CH:11][N:10]=1.[N:15]1[CH:20]=[CH:19][CH:18]=[C:17]([CH2:21][S:22]([C:25]2[CH:33]=[CH:32][C:28]([C:29](O)=[O:30])=[CH:27][CH:26]=2)(=[O:24])=[O:23])[CH:16]=1. (4) Given the product [Cl:66][C:67]1[C:68]([CH3:75])=[C:69]([CH:72]=[CH:73][CH:74]=1)[CH2:70][NH:71][C:20](=[O:21])[CH2:19][CH2:18][N:15]1[CH2:14][CH2:13][CH:12]([NH:11][CH2:10][C@H:9]([OH:8])[C:23]2[CH:32]=[CH:31][C:30]([OH:33])=[C:29]3[C:24]=2[CH:25]=[CH:26][C:27](=[O:34])[NH:28]3)[CH2:17][CH2:16]1, predict the reactants needed to synthesize it. The reactants are: [Si]([O:8][C@H:9]([C:23]1[CH:32]=[CH:31][C:30]([OH:33])=[C:29]2[C:24]=1[CH:25]=[CH:26][C:27](=[O:34])[NH:28]2)[CH2:10][NH:11][CH:12]1[CH2:17][CH2:16][N:15]([CH2:18][CH2:19][C:20](O)=[O:21])[CH2:14][CH2:13]1)(C(C)(C)C)(C)C.CN(C(ON1N=NC2C=CC=NC1=2)=[N+](C)C)C.F[P-](F)(F)(F)(F)F.C(N(CC)CC)C.[Cl:66][C:67]1[C:68]([CH3:75])=[C:69]([CH:72]=[CH:73][CH:74]=1)[CH2:70][NH2:71]. (5) The reactants are: Cl[CH2:2][C:3]1[CH:8]=[CH:7][C:6]([CH2:9][OH:10])=[CH:5][CH:4]=1.[CH3:11][C:12]1[CH:13]=[N:14][NH:15][CH:16]=1.C(=O)([O-])[O-].[K+].[K+]. Given the product [CH3:11][C:12]1[CH:13]=[N:14][N:15]([CH2:2][C:3]2[CH:8]=[CH:7][C:6]([CH2:9][OH:10])=[CH:5][CH:4]=2)[CH:16]=1, predict the reactants needed to synthesize it. (6) Given the product [Cl:23][C:18]1[CH:17]=[C:16]([NH:15][C:13](=[O:14])[N:12]([CH:8]2[CH2:9][C:10]3[CH:11]=[C:2]([NH:1][C:34](=[O:38])[CH:35]([CH3:37])[CH3:36])[CH:3]=[CH:4][C:5]=3[CH2:6][CH2:7]2)[CH2:24][CH2:25][CH2:26][N:27]2[CH2:28][CH2:29][N:30]([CH3:33])[CH2:31][CH2:32]2)[CH:21]=[CH:20][C:19]=1[F:22], predict the reactants needed to synthesize it. The reactants are: [NH2:1][C:2]1[CH:11]=[C:10]2[C:5]([CH2:6][CH2:7][CH:8]([N:12]([CH2:24][CH2:25][CH2:26][N:27]3[CH2:32][CH2:31][N:30]([CH3:33])[CH2:29][CH2:28]3)[C:13]([NH:15][C:16]3[CH:21]=[CH:20][C:19]([F:22])=[C:18]([Cl:23])[CH:17]=3)=[O:14])[CH2:9]2)=[CH:4][CH:3]=1.[C:34](Cl)(=[O:38])[CH:35]([CH3:37])[CH3:36].CCN(C(C)C)C(C)C. (7) Given the product [C:44]([CH2:35][CH:15]([CH:16]1[CH2:17][CH2:18][NH:19][CH2:20][CH2:21]1)[O:14][C:8]1[CH:7]=[C:6]2[C:11]([C:2]([O:25][C:26]3[CH:27]=[C:28]4[C:32](=[CH:33][CH:34]=3)[NH:31][CH:30]=[CH:29]4)=[N:3][CH:4]=[N:5]2)=[CH:10][C:9]=1[O:12][CH3:13])#[N:42], predict the reactants needed to synthesize it. The reactants are: Cl[C:2]1[C:11]2[C:6](=[CH:7][C:8]([O:14][CH2:15][CH:16]3[CH2:21][CH2:20][N:19](CC#N)[CH2:18][CH2:17]3)=[C:9]([O:12][CH3:13])[CH:10]=2)[N:5]=[CH:4][N:3]=1.[OH:25][C:26]1[CH:27]=[C:28]2[C:32](=[CH:33][CH:34]=1)[NH:31][CH:30]=[CH:29]2.[C:35](=O)([O-])[O-].[Cs+].[Cs+].C[N:42]([CH:44]=O)C. (8) The reactants are: [O:1]1[CH2:6][CH2:5][CH:4]([OH:7])[CH2:3][CH2:2]1.[H-].[Na+].[N:10]1([C:16]([N:18]2[CH2:23][CH:22]([C:24]3[CH:29]=[CH:28][C:27]([C:30]([F:33])([F:32])[F:31])=[CH:26][CH:25]=3)[CH2:21][CH:20]([CH2:34]S([O-])(=O)=O)[CH2:19]2)=[O:17])[CH2:15][CH2:14][O:13][CH2:12][CH2:11]1.O. Given the product [N:10]1([C:16]([N:18]2[CH2:23][CH:22]([C:24]3[CH:29]=[CH:28][C:27]([C:30]([F:33])([F:31])[F:32])=[CH:26][CH:25]=3)[CH2:21][CH:20]([CH2:34][O:7][CH:4]3[CH2:5][CH2:6][O:1][CH2:2][CH2:3]3)[CH2:19]2)=[O:17])[CH2:15][CH2:14][O:13][CH2:12][CH2:11]1, predict the reactants needed to synthesize it. (9) Given the product [NH2:23][C:14]1[O:15][C:16]2[C:21]([CH:12]([C:4]3[CH:5]=[C:6]([O:10][CH3:11])[C:7]([O:8][CH3:9])=[C:2]([Br:1])[CH:3]=3)[C:13]=1[C:24]#[N:25])=[CH:20][CH:19]=[C:18]([Cl:22])[CH:17]=2, predict the reactants needed to synthesize it. The reactants are: [Br:1][C:2]1[CH:3]=[C:4]([C:12]2[C:21]3[C:16](=[CH:17][C:18]([Cl:22])=[CH:19][CH:20]=3)[O:15][C:14](=[NH:23])[C:13]=2[C:24]#[N:25])[CH:5]=[C:6]([O:10][CH3:11])[C:7]=1[O:8][CH3:9].NC1C=C2C(C(C3C=C(OC)C(OC)=C(Br)C=3)=C(C#N)C(=N)O2)=CC=1.C(ON=O)(C)(C)C. (10) Given the product [Cl:22][C:17]1[CH:16]=[C:15]([NH:14][C:5]2[C:4]3[C:9](=[CH:10][CH:11]=[C:2]([NH:1][CH2:30][C:29]4[CH:32]=[CH:33][C:26]([N+:23]([O-:25])=[O:24])=[CH:27][CH:28]=4)[CH:3]=3)[N:8]=[CH:7][C:6]=2[C:12]#[N:13])[CH:20]=[CH:19][C:18]=1[F:21], predict the reactants needed to synthesize it. The reactants are: [NH2:1][C:2]1[CH:3]=[C:4]2[C:9](=[CH:10][CH:11]=1)[N:8]=[CH:7][C:6]([C:12]#[N:13])=[C:5]2[NH:14][C:15]1[CH:20]=[CH:19][C:18]([F:21])=[C:17]([Cl:22])[CH:16]=1.[N+:23]([C:26]1[CH:33]=[CH:32][C:29]([CH:30]=O)=[CH:28][CH:27]=1)([O-:25])=[O:24].[BH3-]C#N.[Na+].